Dataset: Reaction yield outcomes from USPTO patents with 853,638 reactions. Task: Predict the reaction yield, written as a fraction of the theoretical maximum amount of product (1.0 means a 100% yield; for example, 0.34 means a 34% yield). (1) The reactants are Cl[C:2]1[N:7]=[C:6]([NH:8][CH:9]2[CH2:26][CH2:25][C:12]3([CH2:17][CH2:16][N:15]([C:18]([O:20][C:21]([CH3:24])([CH3:23])[CH3:22])=[O:19])[CH2:14][CH2:13]3)[CH2:11][CH2:10]2)[C:5]([Cl:27])=[CH:4][N:3]=1.[CH:28]1([CH2:31][N:32]2[CH:36]=[C:35]([NH2:37])[CH:34]=[N:33]2)[CH2:30][CH2:29]1.FC(F)(F)C(O)=O. The catalyst is O1CCOCC1. The product is [Cl:27][C:5]1[C:6]([NH:8][CH:9]2[CH2:10][CH2:11][C:12]3([CH2:17][CH2:16][N:15]([C:18]([O:20][C:21]([CH3:22])([CH3:24])[CH3:23])=[O:19])[CH2:14][CH2:13]3)[CH2:25][CH2:26]2)=[N:7][C:2]([NH:37][C:35]2[CH:34]=[N:33][N:32]([CH2:31][CH:28]3[CH2:30][CH2:29]3)[CH:36]=2)=[N:3][CH:4]=1. The yield is 0.885. (2) The reactants are I.I.[CH:3]1([CH2:6][N:7]2[C:11]3[CH:12]=[CH:13][CH:14]=[CH:15][C:10]=3[N:9]=[C:8]2[N:16]2[CH2:22][CH2:21][CH2:20][NH:19][CH2:18][CH2:17]2)[CH2:5][CH2:4]1.[CH3:23][O:24][C:25]1[CH:30]=[CH:29][C:28]([N:31]2[CH:35]=[N:34][N:33]=[N:32]2)=[CH:27][C:26]=1[C:36]([N:38]1[CH2:42][CH2:41][C@:40]([CH2:49][CH2:50]OS(C)(=O)=O)([C:43]2[CH:48]=[CH:47][CH:46]=[CH:45][CH:44]=2)[CH2:39]1)=[O:37].C(N(CC)CC)C.C(#N)C. The catalyst is ClCCl. The product is [OH-:24].[NH4+:7].[CH:3]1([CH2:6][N:7]2[C:11]3[CH:12]=[CH:13][CH:14]=[CH:15][C:10]=3[N:9]=[C:8]2[N:16]2[CH2:22][CH2:21][CH2:20][N:19]([CH2:50][CH2:49][C@:40]3([C:43]4[CH:48]=[CH:47][CH:46]=[CH:45][CH:44]=4)[CH2:41][CH2:42][N:38]([C:36]([C:26]4[CH:27]=[C:28]([N:31]5[CH:35]=[N:34][N:33]=[N:32]5)[CH:29]=[CH:30][C:25]=4[O:24][CH3:23])=[O:37])[CH2:39]3)[CH2:18][CH2:17]2)[CH2:4][CH2:5]1. The yield is 0.300. (3) The reactants are C[O:2][C:3]([C:5]1[CH:15]=[CH:14][C:8]2[O:9][C:10]([F:13])([F:12])[O:11][C:7]=2[CH:6]=1)=O.[H-].[Al+3].[Li+].[H-].[H-].[H-].O.[OH-].[Na+]. The catalyst is O1CCCC1. The product is [F:13][C:10]1([F:12])[O:9][C:8]2[CH:14]=[CH:15][C:5]([CH2:3][OH:2])=[CH:6][C:7]=2[O:11]1. The yield is 0.760. (4) The reactants are [CH3:1][O:2][C:3]1[CH:12]=[C:11]2[C:6]([C:7]([O:13][C:14]3[CH:19]=[CH:18][C:17]([N+:20]([O-])=O)=[CH:16][N:15]=3)=[CH:8][CH:9]=[N:10]2)=[CH:5][C:4]=1[C:23]([NH2:25])=[O:24].[Cl-].[NH4+].O.C(OCC)(=O)C. The catalyst is C(O)C.[Fe].CO. The product is [NH2:20][C:17]1[CH:18]=[CH:19][C:14]([O:13][C:7]2[C:6]3[C:11](=[CH:12][C:3]([O:2][CH3:1])=[C:4]([C:23]([NH2:25])=[O:24])[CH:5]=3)[N:10]=[CH:9][CH:8]=2)=[N:15][CH:16]=1. The yield is 0.720. (5) The reactants are [CH3:1][O:2][C:3]([C:5]1[CH:10]=[C:9](Cl)[N:8]=[C:7]([C:12]([O:14][CH2:15][CH3:16])=[O:13])[CH:6]=1)=[O:4].C1(P(C2C=CC=CC=2)C2C=CC3C(=CC=CC=3)C=2C2C3C(=CC=CC=3)C=CC=2P(C2C=CC=CC=2)C2C=CC=CC=2)C=CC=CC=1.C(=O)([O-])[O-].[Cs+].[Cs+].[CH:69]1([NH2:73])[CH2:72][CH2:71][CH2:70]1. The catalyst is C([O-])(=O)C.[Pd+2].C([O-])(=O)C.C1(C)C=CC=CC=1. The product is [CH3:1][O:2][C:3]([C:5]1[CH:10]=[C:9]([NH:73][CH:69]2[CH2:72][CH2:71][CH2:70]2)[N:8]=[C:7]([C:12]([O:14][CH2:15][CH3:16])=[O:13])[CH:6]=1)=[O:4]. The yield is 0.390.